Task: Regression. Given two drug SMILES strings and cell line genomic features, predict the synergy score measuring deviation from expected non-interaction effect.. Dataset: NCI-60 drug combinations with 297,098 pairs across 59 cell lines (1) Drug 1: CC1=C2C(C(=O)C3(C(CC4C(C3C(C(C2(C)C)(CC1OC(=O)C(C(C5=CC=CC=C5)NC(=O)OC(C)(C)C)O)O)OC(=O)C6=CC=CC=C6)(CO4)OC(=O)C)OC)C)OC. Drug 2: C1=NNC2=C1C(=O)NC=N2. Cell line: KM12. Synergy scores: CSS=47.9, Synergy_ZIP=6.76, Synergy_Bliss=5.32, Synergy_Loewe=-4.31, Synergy_HSA=8.03. (2) Drug 1: CC1=C2C(C(=O)C3(C(CC4C(C3C(C(C2(C)C)(CC1OC(=O)C(C(C5=CC=CC=C5)NC(=O)OC(C)(C)C)O)O)OC(=O)C6=CC=CC=C6)(CO4)OC(=O)C)OC)C)OC. Drug 2: CC1=C(C(=O)C2=C(C1=O)N3CC4C(C3(C2COC(=O)N)OC)N4)N. Cell line: DU-145. Synergy scores: CSS=61.4, Synergy_ZIP=-8.09, Synergy_Bliss=-12.2, Synergy_Loewe=-10.5, Synergy_HSA=-7.94. (3) Drug 1: COC1=CC(=CC(=C1O)OC)C2C3C(COC3=O)C(C4=CC5=C(C=C24)OCO5)OC6C(C(C7C(O6)COC(O7)C8=CC=CS8)O)O. Drug 2: CC12CCC3C(C1CCC2O)C(CC4=C3C=CC(=C4)O)CCCCCCCCCS(=O)CCCC(C(F)(F)F)(F)F. Cell line: SK-MEL-5. Synergy scores: CSS=14.2, Synergy_ZIP=-6.39, Synergy_Bliss=-2.23, Synergy_Loewe=-10.0, Synergy_HSA=-1.86.